From a dataset of Full USPTO retrosynthesis dataset with 1.9M reactions from patents (1976-2016). Predict the reactants needed to synthesize the given product. (1) Given the product [OH:25][C:21]1[C:20]([OH:27])=[CH:19][CH:18]=[C:17]([O:16][CH2:15][C:14]2[C:9]([C:8]3[N:4]([CH:1]([CH3:3])[CH3:2])[N:5]=[CH:6][CH:7]=3)=[N:10][CH:11]=[CH:12][CH:13]=2)[C:22]=1[CH:23]=[O:24], predict the reactants needed to synthesize it. The reactants are: [CH:1]([N:4]1[C:8]([C:9]2[C:14]([CH2:15][O:16][C:17]3[C:22]([CH:23]=[O:24])=[C:21]([O:25]C)[C:20]([O:27]C)=[CH:19][CH:18]=3)=[CH:13][CH:12]=[CH:11][N:10]=2)=[CH:7][CH:6]=[N:5]1)([CH3:3])[CH3:2].B(Br)(Br)Br. (2) Given the product [Br:26][C:27]1[CH:28]=[CH:29][C:30]2[N:31]([C:33]([C:14]([N:11]3[CH2:10][CH2:9][CH:8]([C:4]4[CH:5]=[CH:6][CH:7]=[C:2]([Cl:1])[C:3]=4[C:21]([F:23])([F:24])[F:22])[CH2:13][CH2:12]3)=[O:15])=[N:34][N:35]=2)[CH:32]=1, predict the reactants needed to synthesize it. The reactants are: [Cl:1][C:2]1[C:3]([C:21]([F:24])([F:23])[F:22])=[C:4]([CH:8]2[CH2:13][CH2:12][N:11]([C:14](OC(C)(C)C)=[O:15])[CH2:10][CH2:9]2)[CH:5]=[CH:6][CH:7]=1.Cl.[Br:26][C:27]1[CH:28]=[CH:29][C:30]2[N:31]([C:33](C(OCC)=O)=[N:34][N:35]=2)[CH:32]=1.O.[OH-].[Li+].F[P-](F)(F)(F)(F)F.N1(O[P+](N(C)C)(N(C)C)N(C)C)C2C=CC=CC=2N=N1.C(N(CC)C(C)C)(C)C. (3) The reactants are: Br[CH2:2][C:3]([C:5]1[CH:10]=[CH:9][CH:8]=[CH:7][N:6]=1)=O.[CH3:11][C:12]1[CH:17]=[CH:16][N:15]=[C:14]([NH:18][C:19]([NH2:21])=[S:20])[N:13]=1. Given the product [CH3:11][C:12]1[CH:17]=[CH:16][N:15]=[C:14]([NH:18][C:19]2[S:20][CH:2]=[C:3]([C:5]3[CH:10]=[CH:9][CH:8]=[CH:7][N:6]=3)[N:21]=2)[N:13]=1, predict the reactants needed to synthesize it. (4) Given the product [Cl:24][C:21]1[CH:20]=[C:14]([CH2:15][OH:16])[C:13]([C@@H:9]([NH:8][C:6](=[O:7])[O:5][C:1]([CH3:3])([CH3:2])[CH3:4])[CH:10]([CH3:12])[CH3:11])=[N:23][CH:22]=1, predict the reactants needed to synthesize it. The reactants are: [C:1]([O:5][C:6]([NH:8][C@H:9]([C:13]1[N:23]=[CH:22][C:21]([Cl:24])=[CH:20][C:14]=1[C:15](OCC)=[O:16])[CH:10]([CH3:12])[CH3:11])=[O:7])([CH3:4])([CH3:3])[CH3:2].[BH4-].[Na+].[Cl-].[Ca+2].[Cl-]. (5) The reactants are: [CH2:1]([O:8][C:9]1[CH:28]=[CH:27][C:12]([CH2:13][NH:14][C:15]([C:17]2[CH:18]=[C:19]3[C:24](=[CH:25][CH:26]=2)[N:23]=[CH:22][CH:21]=[CH:20]3)=O)=[CH:11][CH:10]=1)[C:2]1[CH:7]=[CH:6][CH:5]=[CH:4][CH:3]=1.COC1C=CC(P2(=S)SP(=S)(C3C=CC(OC)=CC=3)[S:38]2)=CC=1. Given the product [CH2:1]([O:8][C:9]1[CH:28]=[CH:27][C:12]([CH2:13][NH:14][C:15]([C:17]2[CH:18]=[C:19]3[C:24](=[CH:25][CH:26]=2)[N:23]=[CH:22][CH:21]=[CH:20]3)=[S:38])=[CH:11][CH:10]=1)[C:2]1[CH:7]=[CH:6][CH:5]=[CH:4][CH:3]=1, predict the reactants needed to synthesize it. (6) Given the product [CH2:4]([CH:3]([CH2:5][C:15]([OH:20])=[O:16])[CH2:2][C:1]([OH:25])=[O:6])[CH:8]([CH3:9])[CH3:7], predict the reactants needed to synthesize it. The reactants are: [CH:1](=[O:6])[CH2:2][CH:3]([CH3:5])[CH3:4].[CH2:7](NCCC)[CH2:8][CH3:9].C[C:15]1(C)[O:20]C(=O)CC(=O)[O:16]1.C(=O)([O-])[O-:25].[K+].[K+].Cl. (7) Given the product [CH3:1][O:2][C:3]1[CH:4]=[CH:5][C:6]2[C:12](=[O:13])[CH:11]([C:16]3[CH:21]=[CH:20][CH:19]=[C:18]([O:22][CH3:23])[CH:17]=3)[CH2:10][CH2:9][CH2:8][C:7]=2[CH:14]=1, predict the reactants needed to synthesize it. The reactants are: [CH3:1][O:2][C:3]1[CH:4]=[CH:5][C:6]2[C:12](=[O:13])[CH2:11][CH2:10][CH2:9][CH2:8][C:7]=2[CH:14]=1.Br[C:16]1[CH:21]=[CH:20][CH:19]=[C:18]([O:22][CH3:23])[CH:17]=1.